From a dataset of NCI-60 drug combinations with 297,098 pairs across 59 cell lines. Regression. Given two drug SMILES strings and cell line genomic features, predict the synergy score measuring deviation from expected non-interaction effect. (1) Drug 1: CCC1=C2CN3C(=CC4=C(C3=O)COC(=O)C4(CC)O)C2=NC5=C1C=C(C=C5)O. Drug 2: C1=CC=C(C(=C1)C(C2=CC=C(C=C2)Cl)C(Cl)Cl)Cl. Cell line: SF-295. Synergy scores: CSS=18.9, Synergy_ZIP=-6.01, Synergy_Bliss=0.631, Synergy_Loewe=-29.0, Synergy_HSA=-3.96. (2) Drug 1: C1=CC(=C2C(=C1NCCNCCO)C(=O)C3=C(C=CC(=C3C2=O)O)O)NCCNCCO. Drug 2: CN(C)N=NC1=C(NC=N1)C(=O)N. Cell line: UO-31. Synergy scores: CSS=31.2, Synergy_ZIP=-11.4, Synergy_Bliss=-4.82, Synergy_Loewe=-0.221, Synergy_HSA=0.462. (3) Drug 1: C1=C(C(=O)NC(=O)N1)F. Drug 2: CC1=C(N=C(N=C1N)C(CC(=O)N)NCC(C(=O)N)N)C(=O)NC(C(C2=CN=CN2)OC3C(C(C(C(O3)CO)O)O)OC4C(C(C(C(O4)CO)O)OC(=O)N)O)C(=O)NC(C)C(C(C)C(=O)NC(C(C)O)C(=O)NCCC5=NC(=CS5)C6=NC(=CS6)C(=O)NCCC[S+](C)C)O. Cell line: IGROV1. Synergy scores: CSS=41.3, Synergy_ZIP=-5.81, Synergy_Bliss=-4.22, Synergy_Loewe=2.27, Synergy_HSA=3.83. (4) Drug 2: CS(=O)(=O)C1=CC(=C(C=C1)C(=O)NC2=CC(=C(C=C2)Cl)C3=CC=CC=N3)Cl. Drug 1: CC1=C2C(C(=O)C3(C(CC4C(C3C(C(C2(C)C)(CC1OC(=O)C(C(C5=CC=CC=C5)NC(=O)OC(C)(C)C)O)O)OC(=O)C6=CC=CC=C6)(CO4)OC(=O)C)OC)C)OC. Cell line: SNB-19. Synergy scores: CSS=48.7, Synergy_ZIP=2.95, Synergy_Bliss=4.69, Synergy_Loewe=-25.6, Synergy_HSA=4.67. (5) Drug 1: C1=CC(=CC=C1C#N)C(C2=CC=C(C=C2)C#N)N3C=NC=N3. Drug 2: C1=NC(=NC(=O)N1C2C(C(C(O2)CO)O)O)N. Cell line: LOX IMVI. Synergy scores: CSS=52.0, Synergy_ZIP=8.01, Synergy_Bliss=11.7, Synergy_Loewe=6.44, Synergy_HSA=9.15. (6) Drug 1: C1CC(=O)NC(=O)C1N2CC3=C(C2=O)C=CC=C3N. Drug 2: CC1=C(C(CCC1)(C)C)C=CC(=CC=CC(=CC(=O)O)C)C. Cell line: HCT116. Synergy scores: CSS=3.25, Synergy_ZIP=5.32, Synergy_Bliss=-1.17, Synergy_Loewe=-0.783, Synergy_HSA=-0.732. (7) Drug 1: CC1=CC=C(C=C1)C2=CC(=NN2C3=CC=C(C=C3)S(=O)(=O)N)C(F)(F)F. Drug 2: COC1=NC(=NC2=C1N=CN2C3C(C(C(O3)CO)O)O)N. Cell line: T-47D. Synergy scores: CSS=-1.78, Synergy_ZIP=1.58, Synergy_Bliss=3.49, Synergy_Loewe=-2.94, Synergy_HSA=-1.90. (8) Drug 1: CC(C)(C#N)C1=CC(=CC(=C1)CN2C=NC=N2)C(C)(C)C#N. Drug 2: CN(C(=O)NC(C=O)C(C(C(CO)O)O)O)N=O. Cell line: SW-620. Synergy scores: CSS=2.60, Synergy_ZIP=2.00, Synergy_Bliss=6.34, Synergy_Loewe=-0.335, Synergy_HSA=-0.253. (9) Synergy scores: CSS=19.7, Synergy_ZIP=-2.65, Synergy_Bliss=-1.88, Synergy_Loewe=2.62, Synergy_HSA=2.51. Drug 2: C1=CC(=CC=C1CC(C(=O)O)N)N(CCCl)CCCl.Cl. Drug 1: C1=C(C(=O)NC(=O)N1)N(CCCl)CCCl. Cell line: KM12. (10) Drug 1: CCC(=C(C1=CC=CC=C1)C2=CC=C(C=C2)OCCN(C)C)C3=CC=CC=C3.C(C(=O)O)C(CC(=O)O)(C(=O)O)O. Drug 2: C1=NC2=C(N1)C(=S)N=CN2. Cell line: HCT116. Synergy scores: CSS=38.5, Synergy_ZIP=4.21, Synergy_Bliss=3.24, Synergy_Loewe=-36.1, Synergy_HSA=-3.20.